This data is from Peptide-MHC class II binding affinity with 134,281 pairs from IEDB. The task is: Regression. Given a peptide amino acid sequence and an MHC pseudo amino acid sequence, predict their binding affinity value. This is MHC class II binding data. (1) The peptide sequence is AFKVAATAANAAEAN. The MHC is DRB1_0802 with pseudo-sequence DRB1_0802. The binding affinity (normalized) is 0.731. (2) The peptide sequence is VEDNLVKLKNVLNVY. The MHC is HLA-DPA10201-DPB11401 with pseudo-sequence HLA-DPA10201-DPB11401. The binding affinity (normalized) is 0.125. (3) The peptide sequence is SQDLKLSWNLNGLQAY. The MHC is DRB1_0401 with pseudo-sequence DRB1_0401. The binding affinity (normalized) is 0.153. (4) The peptide sequence is GDGFIDFNEFISFCN. The MHC is DRB1_0101 with pseudo-sequence DRB1_0101. The binding affinity (normalized) is 0.324. (5) The peptide sequence is GELQIVDDIDAAFKI. The MHC is DRB3_0202 with pseudo-sequence DRB3_0202. The binding affinity (normalized) is 0.0431. (6) The peptide sequence is FERVGPEWEPVPLTV. The MHC is DRB1_0101 with pseudo-sequence DRB1_0101. The binding affinity (normalized) is 0.0337. (7) The binding affinity (normalized) is 0.490. The peptide sequence is PAAAYATATPAAATA. The MHC is DRB1_1101 with pseudo-sequence DRB1_1101. (8) The peptide sequence is AKLMRDIPFRVGAVV. The MHC is HLA-DQA10301-DQB10302 with pseudo-sequence HLA-DQA10301-DQB10302. The binding affinity (normalized) is 0.277. (9) The peptide sequence is LQGLRYFIMAYVNQA. The MHC is DRB1_0802 with pseudo-sequence DRB1_0802. The binding affinity (normalized) is 0.338. (10) The peptide sequence is INVGFKAAVAAAAGV. The MHC is DRB5_0101 with pseudo-sequence DRB5_0101. The binding affinity (normalized) is 0.811.